Task: Predict the product of the given reaction.. Dataset: Forward reaction prediction with 1.9M reactions from USPTO patents (1976-2016) (1) Given the reactants [Cl:1][C:2]1[CH:7]=[CH:6][CH:5]=[CH:4][C:3]=1[N:8]1[C:12]([C:13]2[O:14]C=CC=2)=[CH:11][C:10]([C:18]([F:21])([F:20])[F:19])=[N:9]1.O.P([O-])(O)(O)=[O:24].[Na+].Cl([O-])=O.[Na+].[OH-].[Na+].Cl, predict the reaction product. The product is: [Cl:1][C:2]1[CH:7]=[CH:6][CH:5]=[CH:4][C:3]=1[N:8]1[C:12]([C:13]([OH:14])=[O:24])=[CH:11][C:10]([C:18]([F:21])([F:20])[F:19])=[N:9]1. (2) Given the reactants [Br:1][C:2]1[CH:7]=[CH:6][C:5](I)=[CH:4][CH:3]=1.C([Li])CCC.[F:14][C:15]([F:27])([C:21]1[CH:26]=[CH:25][CH:24]=[CH:23][N:22]=1)[C:16](OCC)=[O:17], predict the reaction product. The product is: [Br:1][C:2]1[CH:7]=[CH:6][C:5]([C:16](=[O:17])[C:15]([F:27])([F:14])[C:21]2[CH:26]=[CH:25][CH:24]=[CH:23][N:22]=2)=[CH:4][CH:3]=1. (3) Given the reactants [Cl:1][C:2]1[CH:3]=[N+:4]([O-:27])[CH:5]=[C:6]([Cl:26])[C:7]=1[CH2:8][C@@H:9]([C:11]1[CH:16]=[CH:15][C:14]([O:17][CH:18]([F:20])[F:19])=[C:13]([O:21][CH2:22][CH:23]2[CH2:25][CH2:24]2)[CH:12]=1)[OH:10].C(Cl)CCl.[CH3:32][O:33][C:34]1[CH:42]=[CH:41][C:40]([CH2:43][NH:44][S:45]([CH3:48])(=[O:47])=[O:46])=[CH:39][C:35]=1[C:36](O)=[O:37], predict the reaction product. The product is: [Cl:1][C:2]1[CH:3]=[N+:4]([O-:27])[CH:5]=[C:6]([Cl:26])[C:7]=1[CH2:8][C@@H:9]([C:11]1[CH:16]=[CH:15][C:14]([O:17][CH:18]([F:20])[F:19])=[C:13]([O:21][CH2:22][CH:23]2[CH2:25][CH2:24]2)[CH:12]=1)[O:10][C:36](=[O:37])[C:35]1[CH:39]=[C:40]([CH2:43][NH:44][S:45]([CH3:48])(=[O:47])=[O:46])[CH:41]=[CH:42][C:34]=1[O:33][CH3:32]. (4) The product is: [ClH:34].[NH2:22][CH2:21][CH2:20][O:19][CH2:18][CH2:17][O:16][CH2:15][CH2:14][O:13][CH2:12][CH2:11][O:10][CH2:9][CH2:8][O:7][CH2:6][CH2:5][SH:4]. Given the reactants C([S:4][CH2:5][CH2:6][O:7][CH2:8][CH2:9][O:10][CH2:11][CH2:12][O:13][CH2:14][CH2:15][O:16][CH2:17][CH2:18][O:19][CH2:20][CH2:21][N-:22]C(=O)C(F)(F)F)(=O)C.CO.C[O-].[Na+].[ClH:34], predict the reaction product. (5) Given the reactants C[Li].CON(C)[C:6]([C:8]1[CH:13]=[N:12][C:11]([CH3:14])=[CH:10][N:9]=1)=[O:7].O.[C:17](OCC)(=O)C, predict the reaction product. The product is: [CH3:14][C:11]1[N:12]=[CH:13][C:8]([C:6](=[O:7])[CH3:17])=[N:9][CH:10]=1. (6) Given the reactants C1(P(C2C=CC=CC=2)C2C=CC=CC=2)C=CC=CC=1.[F:20][C:21]1[CH:22]=[C:23]([N:28]2[C:33](=[O:34])[C:32]([O:35][CH2:36][CH2:37][CH2:38][CH3:39])=[C:31](Cl)[CH:30]=[N:29]2)[CH:24]=[CH:25][C:26]=1[F:27].[CH3:41][S:42][C:43]1[CH:48]=[CH:47][C:46](B(O)O)=[CH:45][CH:44]=1.[O-]P([O-])([O-])=O.[K+].[K+].[K+], predict the reaction product. The product is: [F:20][C:21]1[CH:22]=[C:23]([N:28]2[C:33](=[O:34])[C:32]([O:35][CH2:36][CH2:37][CH2:38][CH3:39])=[C:31]([C:46]3[CH:47]=[CH:48][C:43]([S:42][CH3:41])=[CH:44][CH:45]=3)[CH:30]=[N:29]2)[CH:24]=[CH:25][C:26]=1[F:27]. (7) Given the reactants B.C1COCC1.[N+:7](/[CH:10]=[CH:11]/[C:12]1[CH:17]=[CH:16][CH:15]=[CH:14][CH:13]=1)([O-])=[O:8].[BH4-].[Na+].Cl, predict the reaction product. The product is: [C:12]1([CH2:11][CH2:10][NH:7][OH:8])[CH:17]=[CH:16][CH:15]=[CH:14][CH:13]=1.